Dataset: Reaction yield outcomes from USPTO patents with 853,638 reactions. Task: Predict the reaction yield, written as a fraction of the theoretical maximum amount of product (1.0 means a 100% yield; for example, 0.34 means a 34% yield). (1) The reactants are [Cl-].O[NH3+:3].[C:4](=[O:7])([O-])[OH:5].[Na+].CS(C)=O.[O:13]1[C:17]2([CH2:22][CH2:21][CH:20]([N:23]3[C:28](=[O:29])[C:27]([CH2:30][C:31]4[CH:36]=[CH:35][C:34]([C:37]5[C:38]([C:43]#[N:44])=[CH:39][CH:40]=[CH:41][CH:42]=5)=[CH:33][CH:32]=4)=[C:26]([CH2:45][CH2:46][CH3:47])[N:25]4[N:48]=[CH:49][N:50]=[C:24]34)[CH2:19][CH2:18]2)[O:16][CH2:15][CH2:14]1. The catalyst is C(OCC)(=O)C. The product is [O:16]1[C:17]2([CH2:18][CH2:19][CH:20]([N:23]3[C:28](=[O:29])[C:27]([CH2:30][C:31]4[CH:36]=[CH:35][C:34]([C:37]5[CH:42]=[CH:41][CH:40]=[CH:39][C:38]=5[C:43]5[NH:3][C:4](=[O:7])[O:5][N:44]=5)=[CH:33][CH:32]=4)=[C:26]([CH2:45][CH2:46][CH3:47])[N:25]4[N:48]=[CH:49][N:50]=[C:24]34)[CH2:21][CH2:22]2)[O:13][CH2:14][CH2:15]1. The yield is 0.640. (2) The reactants are C[O:2][C:3](=O)[C:4]1[CH:9]=[CH:8][N:7]=[C:6]([CH3:10])[CH:5]=1.O.[NH2:13][NH2:14]. No catalyst specified. The product is [CH3:10][C:6]1[CH:5]=[C:4]([CH:9]=[CH:8][N:7]=1)[C:3]([NH:13][NH2:14])=[O:2]. The yield is 0.860. (3) The reactants are IC.[C:3]([C@H:10]([CH:14]([NH2:22])[C:15]1[CH:20]=[CH:19][C:18]([Cl:21])=[CH:17][CH:16]=1)C(O)=O)([O:5][C:6](C)(C)C)=[O:4].[C:23](=[O:26])([O-])[O-:24].[K+].[K+]. The catalyst is CN(C=O)C. The product is [C:15]([O:24][C:23]([NH:22][C@@H:14]([C:15]1[CH:16]=[CH:17][C:18]([Cl:21])=[CH:19][CH:20]=1)[CH2:10][C:3]([O:5][CH3:6])=[O:4])=[O:26])([CH3:20])([CH3:16])[CH3:14]. The yield is 1.00.